Dataset: Peptide-MHC class I binding affinity with 185,985 pairs from IEDB/IMGT. Task: Regression. Given a peptide amino acid sequence and an MHC pseudo amino acid sequence, predict their binding affinity value. This is MHC class I binding data. The peptide sequence is KFKRKLMYV. The MHC is HLA-A02:16 with pseudo-sequence HLA-A02:16. The binding affinity (normalized) is 0.0847.